This data is from Forward reaction prediction with 1.9M reactions from USPTO patents (1976-2016). The task is: Predict the product of the given reaction. (1) Given the reactants [F:1][C:2]1[CH:7]=[CH:6][C:5]([C:8]2[N:9]([Si](C(C)C)(C(C)C)C(C)C)[CH:10]=[C:11]([C:19]3(O)[CH2:24][CH2:23][N:22]([CH3:25])[CH2:21][CH2:20]3)[C:12]=2[C:13]2[CH:18]=[CH:17][N:16]=[CH:15][CH:14]=2)=[CH:4][CH:3]=1.C([SiH](CC)CC)C.FC(F)(F)C(O)=O.[F-].C([N+](CCCC)(CCCC)CCCC)CCC, predict the reaction product. The product is: [F:1][C:2]1[CH:7]=[CH:6][C:5]([C:8]2[NH:9][CH:10]=[C:11]([C:19]3[CH2:24][CH2:23][N:22]([CH3:25])[CH2:21][CH:20]=3)[C:12]=2[C:13]2[CH:18]=[CH:17][N:16]=[CH:15][CH:14]=2)=[CH:4][CH:3]=1. (2) Given the reactants [NH:1]1[CH2:5][CH2:4][C:3]2([CH2:10][CH:9]3[CH2:11][CH2:12][N:6]2[CH2:7][CH2:8]3)[CH2:2]1.N1CCC2(CC3CN2CC3)C1.N12CCC(CC1)CC2C(OCC)=[O:33].N12CC(CC1)CC2C(OCC)=O.BrCC1CCOCC1.C([N-]C(C)C)(C)C.[Li+].[N+](C=C)([O-])=O, predict the reaction product. The product is: [NH:1]1[CH2:5][CH2:4][C:3]2([CH2:10][CH:9]3[CH2:8][CH2:7][N:6]2[CH2:12][CH2:11]3)[C:2]1=[O:33]. (3) Given the reactants [Cl:1][C:2]1[N:7]=[N:6][C:5]([C:8](O)=[O:9])=[CH:4][CH:3]=1.S(Cl)(Cl)=O.[BH4-].[Na+].C(OCC)(=O)C, predict the reaction product. The product is: [Cl:1][C:2]1[N:7]=[N:6][C:5]([CH2:8][OH:9])=[CH:4][CH:3]=1.